Dataset: Retrosynthesis with 50K atom-mapped reactions and 10 reaction types from USPTO. Task: Predict the reactants needed to synthesize the given product. (1) Given the product CC1(C)CCN(c2cccc(N)c2)CC1, predict the reactants needed to synthesize it. The reactants are: CC1(C)CCN(c2cccc([N+](=O)[O-])c2)CC1. (2) Given the product CC(C)(CO)NS(=O)(=O)c1cccc(NC(=O)c2cnn3c(C(F)(F)F)cc(-c4ccc(C(F)(F)F)c(F)c4)nc23)c1, predict the reactants needed to synthesize it. The reactants are: CC(C)(CO)NS(=O)(=O)c1cccc(N)c1.O=C(O)c1cnn2c(C(F)(F)F)cc(-c3ccc(C(F)(F)F)c(F)c3)nc12. (3) Given the product CCCC(CCC)(Oc1ccc(Cl)cc1C1CC(=O)NC(c2cc(Cl)ccc2C)C12C(=O)Nc1cc(Cl)ccc12)C(=O)NS(C)(=O)=O, predict the reactants needed to synthesize it. The reactants are: CCCC(CCC)(Oc1ccc(Cl)cc1C1CC(=O)NC(c2cc(Cl)ccc2C)C12C(=O)Nc1cc(Cl)ccc12)C(=O)O.CS(N)(=O)=O. (4) The reactants are: CNCCN(C)C.O=C(O)c1cc2nccc(Cl)c2s1. Given the product CN(C)CCN(C)C(=O)c1cc2nccc(Cl)c2s1, predict the reactants needed to synthesize it.